Dataset: Full USPTO retrosynthesis dataset with 1.9M reactions from patents (1976-2016). Task: Predict the reactants needed to synthesize the given product. (1) Given the product [F:28][C:29]([F:40])([F:39])[C:30]1[CH:35]=[C:34]([CH:33]=[CH:32][CH:31]=1)[CH2:7][C:8]1[S:16][C:15]2[C:14]([C:17]3[CH:18]=[C:19]([CH:25]=[CH:26][CH:27]=3)[C:20]([O:22][CH2:23][CH3:24])=[O:21])=[N:13][CH:12]=[N:11][C:10]=2[CH:9]=1, predict the reactants needed to synthesize it. The reactants are: C1COCC1.Cl[CH2:7][C:8]1[S:16][C:15]2[C:14]([C:17]3[CH:18]=[C:19]([CH:25]=[CH:26][CH:27]=3)[C:20]([O:22][CH2:23][CH3:24])=[O:21])=[N:13][CH:12]=[N:11][C:10]=2[CH:9]=1.[F:28][C:29]([F:40])([F:39])[C:30]1[CH:31]=[C:32](B(O)O)[CH:33]=[CH:34][CH:35]=1.C(=O)([O-])[O-].[Cs+].[Cs+]. (2) Given the product [CH3:1][N:2]([CH2:15][C:14]1[C:17]([O:19][C:20]2[C:29]3[C:24](=[CH:25][CH:26]=[CH:27][CH:28]=3)[CH:23]=[CH:22][CH:21]=2)=[CH:18][C:11]([NH:10][C:7]2[S:8][CH:9]=[C:5]([CH3:4])[N:6]=2)=[N:12][CH:13]=1)[CH3:3], predict the reactants needed to synthesize it. The reactants are: [CH3:1][NH:2][CH3:3].[CH3:4][C:5]1[N:6]=[C:7]([NH:10][C:11]2[CH:18]=[C:17]([O:19][C:20]3[C:29]4[C:24](=[CH:25][CH:26]=[CH:27][CH:28]=4)[CH:23]=[CH:22][CH:21]=3)[C:14]([CH:15]=O)=[CH:13][N:12]=2)[S:8][CH:9]=1.C(O[BH-](OC(=O)C)OC(=O)C)(=O)C.[Na+]. (3) Given the product [I-:22].[N+:15]([C:18]1[CH:19]=[C:20]([CH:23]=[C:24]([N+:26]([O-:28])=[O:27])[CH:25]=1)[CH2:21][N+:8]1[C:9]2[C:5](=[CH:4][C:3]([O:2][CH3:1])=[CH:11][CH:10]=2)[C:6]([CH3:14])([CH3:13])[C:7]=1[CH3:12])([O-:17])=[O:16], predict the reactants needed to synthesize it. The reactants are: [CH3:1][O:2][C:3]1[CH:4]=[C:5]2[C:9](=[CH:10][CH:11]=1)[N:8]=[C:7]([CH3:12])[C:6]2([CH3:14])[CH3:13].[N+:15]([C:18]1[CH:19]=[C:20]([CH:23]=[C:24]([N+:26]([O-:28])=[O:27])[CH:25]=1)[CH2:21][I:22])([O-:17])=[O:16]. (4) Given the product [F:1][C:2]1[CH:14]=[CH:13][C:5]([C:6]([O:8][C:9]([CH3:12])([CH3:11])[CH3:10])=[O:7])=[CH:4][C:3]=1[CH2:15][N:16]([C:36](=[O:37])[C@@H:35]([CH2:38][OH:39])[NH:34][C:32]([O:31][CH2:24][C:25]1[CH:30]=[CH:29][CH:28]=[CH:27][CH:26]=1)=[O:33])[CH2:17][C:18]1[CH:19]=[CH:20][CH:21]=[CH:22][CH:23]=1, predict the reactants needed to synthesize it. The reactants are: [F:1][C:2]1[CH:14]=[CH:13][C:5]([C:6]([O:8][C:9]([CH3:12])([CH3:11])[CH3:10])=[O:7])=[CH:4][C:3]=1[CH2:15][NH:16][CH2:17][C:18]1[CH:23]=[CH:22][CH:21]=[CH:20][CH:19]=1.[CH2:24]([O:31][C:32]([NH:34][C@@H:35]([C:38](O)=[O:39])[CH2:36][OH:37])=[O:33])[C:25]1[CH:30]=[CH:29][CH:28]=[CH:27][CH:26]=1.C1C=CC2N(O)N=NC=2C=1.O.CCN(CC)CC.CCN=C=NCCCN(C)C.Cl. (5) The reactants are: [O:1]=[C:2]1[C:10]2[C:5](=[CH:6][CH:7]=[CH:8][CH:9]=2)[C:4](=[O:11])[N:3]1[CH2:12][C:13]1[CH:18]=[CH:17][C:16]([S:19](Cl)(=[O:21])=[O:20])=[CH:15][CH:14]=1.[CH2:23]([N:26]([CH2:32][CH2:33][CH3:34])[CH2:27][CH2:28][CH2:29][CH2:30][NH2:31])[CH2:24][CH3:25].C(N(CC)CC)C.O. Given the product [O:1]=[C:2]1[C:10]2[C:5](=[CH:6][CH:7]=[CH:8][CH:9]=2)[C:4](=[O:11])[N:3]1[CH2:12][C:13]1[CH:18]=[CH:17][C:16]([S:19]([NH:31][CH2:30][CH2:29][CH2:28][CH2:27][N:26]([CH2:32][CH2:33][CH3:34])[CH2:23][CH2:24][CH3:25])(=[O:21])=[O:20])=[CH:15][CH:14]=1, predict the reactants needed to synthesize it.